From a dataset of Experimentally validated miRNA-target interactions with 360,000+ pairs, plus equal number of negative samples. Binary Classification. Given a miRNA mature sequence and a target amino acid sequence, predict their likelihood of interaction. (1) The miRNA is hsa-miR-656-5p with sequence AGGUUGCCUGUGAGGUGUUCA. The protein sequence of the target gene is MALRAVWLIRHEPGTPLGGTVRFSRRYPTVEKRAKAFNGMTYVPVPEDGPFLRALLFQLRLLDDDKDFMERRDGCSRINKTSIYGLSVGGEELWPVIAFLRDSMIYASVPLVEQALSPRPPLISISGVSQGLELLLGIQDFLYSSQKNDTDLHTKLSQLPDLLLQACPLGTLLDANLQNSLNSINSVSVTQPQKQPAWKVGAYKGKAQISISITETVKCMQYGKQDIADTWQVAGTVACKCDLEGVMPAVTISLSLPTNGSPLQDIIVHPCVTSLDSAILTSSSIDTMDDSAFSGPYKFP.... Result: 0 (no interaction). (2) The miRNA is rno-miR-187-3p with sequence UCGUGUCUUGUGUUGCAGCCGG. The protein sequence of the target gene is MKSYTPYFILLWSAVGIAKAAKIIIVPPIMFESHMYIFKTLASALHERGHHTVFLLSEGRDIAPSNHYSLQRYPGIFNSTTSDAFLQSKMRNIFSGRLTAIELFDILDHYTKNCDLMVGNHALIQGLKKEKFDLLLVDPNDMCGFVIAHLLGVKYAVFSTGLWYPAEVGAPAPLAYVPEFNSLLTDRMNLLQRMKNTGVYLISRLGVSFLVLPKYERIMQKYNLLPEKSMYDLVHGSSLWMLCTDVALEFPRPTLPNVVYVGGILTKPASPLPEDLQRWVNGANEHGFVLVSFGAGVKYL.... Result: 0 (no interaction). (3) The miRNA is dme-miR-283-5p with sequence AAAUAUCAGCUGGUAAUUCUGG. The protein sequence of the target gene is MNRLRNAKIYVERAVKQKKIFTIQGCYPVIRCLLRRRGWVEKKMVHRSGPTLLPPQKDLDSSAMGDSDTTEDEDEDEDEEFQPSQLFDFDDLLKFDDLDGTHALMVGLCLNLRNLPWFDEVDANSFFPRCYCLGAEDDKKAFIEDFWLTAARNVLKLVVKSEWKSYPIQAVEEEASGDKQPKKQEKNPVLVSPEFVDEALCACEEYLSNLAHMDIDKDLEAPLYLTPEGWSLFLQRYYQVVHEGAELRHLDTQVQRCEDILQQLQAVVPQIDMEGDRNIWIVKPGAKSRGRGIMCMDHLE.... Result: 0 (no interaction). (4) The miRNA is hsa-miR-1293 with sequence UGGGUGGUCUGGAGAUUUGUGC. The protein sequence of the target gene is MRPMRIFVNDDRHVMAKHSSVYPTQEELEAVQNMVSHTERALKAVSDWIDEQEKGNSELSEAENMDTPPDDESKEGAGEQKAEHMTRTLRGVMRVGLVAKGLLLKGDLDLELVLLCKEKPTTALLDKVADNLAIQLTTVTEDKYEILQSVDDAAIVIKNTKEPPLSLTIHLTSPVVREEMEKVLAGETLSVNDPPDVLDRQKCLAALASLRHAKWFQARANGLKSCVIVIRVLRDLCTRVPTWGPLRGWPLELLCEKSIGTANRPMGAGEALRRVLECLASGIVMPDGSGIYDPCEKEAT.... Result: 0 (no interaction). (5) The miRNA is hsa-miR-4455 with sequence AGGGUGUGUGUGUUUUU. The protein sequence of the target gene is MASSLTCTGVIWALLSFLCAATSCVGFFMPYWLWGSQLGKPVSFGTFRRCSYPVHDESRQMMVMVEECGRYASFQGIPSAEWRICTIVTGLGCGLLLLVALTALMGCCVSDLISRTVGRVAGGIQFLGGLLIGAGCALYPLGWDSEEVRQTCGYTSGQFDLGKCEIGWAYYCTGAGATAAMLLCTWLACFSGKKQKHYPY. Result: 1 (interaction).